From a dataset of Reaction yield outcomes from USPTO patents with 853,638 reactions. Predict the reaction yield, written as a fraction of the theoretical maximum amount of product (1.0 means a 100% yield; for example, 0.34 means a 34% yield). (1) The reactants are [Cl:1][C:2]1[N:7]=[C:6]([CH2:8][C:9]([C:11]2[CH:12]=[C:13]([CH:16]=[CH:17][CH:18]=2)[C:14]#[N:15])=O)[CH:5]=[CH:4][N:3]=1.Cl[C:20]1[N:25]=[C:24](/[CH:26]=[C:27](\[C:29]2C=C(C=CC=2)C#N)/O)C=C[N:21]=1.C1C(=O)N(Br)C(=O)C1.NC1C=CC=CN=1. The catalyst is C(Cl)Cl.CCOC(C)=O.O. The product is [Cl:1][C:2]1[N:7]=[C:6]([C:8]2[N:25]3[CH:24]=[CH:26][CH:27]=[CH:29][C:20]3=[N:21][C:9]=2[C:11]2[CH:12]=[C:13]([CH:16]=[CH:17][CH:18]=2)[C:14]#[N:15])[CH:5]=[CH:4][N:3]=1. The yield is 0.750. (2) The yield is 0.780. The catalyst is C1COCC1. The product is [OH:8][CH2:9][CH2:10][O:11][C:12]1[CH:13]=[CH:14][C:15]([C:27]2[NH:36][C:35](=[O:37])[C:34]3[C:29](=[CH:30][C:31]([O:40][CH3:41])=[CH:32][C:33]=3[O:38][CH3:39])[N:28]=2)=[N:16][C:17]=1[C:18]1[CH:23]=[CH:22][C:21]([S:24]([CH3:26])=[O:25])=[CH:20][CH:19]=1. The reactants are [Si]([O:8][CH2:9][CH2:10][O:11][C:12]1[CH:13]=[CH:14][C:15]([C:27]2[NH:36][C:35](=[O:37])[C:34]3[C:29](=[CH:30][C:31]([O:40][CH3:41])=[CH:32][C:33]=3[O:38][CH3:39])[N:28]=2)=[N:16][C:17]=1[C:18]1[CH:23]=[CH:22][C:21]([S:24]([CH3:26])=[O:25])=[CH:20][CH:19]=1)(C(C)(C)C)(C)C.CCCC[N+](CCCC)(CCCC)CCCC.[F-]. (3) The yield is 0.980. The reactants are [CH3:1][C@:2]12[C:10]([C:11]3([CH:14]=[CH:15][CH2:16][C:17]([OH:20])([CH3:19])[CH3:18])[CH2:13][CH2:12]3)=[CH:9][CH2:8][C@H:7]1[C@@H:6]([OH:21])[CH2:5][CH2:4][CH2:3]2.[Cr](O[Cr]([O-])(=O)=O)([O-])(=O)=O.[NH+]1C=CC=CC=1.[NH+]1C=CC=CC=1. The product is [CH3:1][C@:2]12[C:10]([C:11]3([CH:14]=[CH:15][CH2:16][C:17]([OH:20])([CH3:18])[CH3:19])[CH2:13][CH2:12]3)=[CH:9][CH2:8][C@H:7]1[C:6](=[O:21])[CH2:5][CH2:4][CH2:3]2. The catalyst is ClCCl. (4) The reactants are Br[C:2]1[CH:7]=[CH:6][C:5]([C:8]([C:10]2[C:15]([OH:16])=[CH:14][CH:13]=[CH:12][N:11]=2)=[O:9])=[CH:4][CH:3]=1.C(OCC)(=O)C.[CH3:23][N:24](C)C=O. The catalyst is O.Cl. The product is [OH:16][C:15]1[C:10]([C:8]([C:5]2[CH:6]=[CH:7][C:2]([C:23]#[N:24])=[CH:3][CH:4]=2)=[O:9])=[N:11][CH:12]=[CH:13][CH:14]=1. The yield is 0.450. (5) The reactants are [CH3:1][O:2][C:3]1[CH:25]=[CH:24][C:6]([CH2:7][N:8]2[CH2:14][C:13]3[CH:15]=[C:16]([C:19]([O:21]C)=O)[CH:17]=[CH:18][C:12]=3[NH:11][C:10](=[O:23])[CH2:9]2)=[CH:5][CH:4]=1.[NH2:26][OH:27].[OH-].[Na+].Cl. The catalyst is CO.C1COCC1. The product is [OH:27][NH:26][C:19]([C:16]1[CH:17]=[CH:18][C:12]2[NH:11][C:10](=[O:23])[CH2:9][N:8]([CH2:7][C:6]3[CH:24]=[CH:25][C:3]([O:2][CH3:1])=[CH:4][CH:5]=3)[CH2:14][C:13]=2[CH:15]=1)=[O:21]. The yield is 0.490. (6) The reactants are [CH3:1][O:2][C:3](=[O:28])[C@H:4]([CH2:24][CH2:25][S:26][CH3:27])[NH:5][C:6](=[O:23])[C:7]1[CH:12]=[CH:11][C:10]([N+:13]([O-])=O)=[CH:9][C:8]=1[C:16]1[CH:21]=[CH:20][CH:19]=[CH:18][C:17]=1[CH3:22].O.O.Cl[Sn]Cl.C([O-])(O)=O.[Na+]. The catalyst is C(OCC)(=O)C. The product is [CH3:1][O:2][C:3](=[O:28])[C@H:4]([CH2:24][CH2:25][S:26][CH3:27])[NH:5][C:6](=[O:23])[C:7]1[CH:12]=[CH:11][C:10]([NH2:13])=[CH:9][C:8]=1[C:16]1[CH:21]=[CH:20][CH:19]=[CH:18][C:17]=1[CH3:22]. The yield is 0.520.